Dataset: Catalyst prediction with 721,799 reactions and 888 catalyst types from USPTO. Task: Predict which catalyst facilitates the given reaction. (1) Reactant: [CH3:1][S:2]([OH:5])(=[O:4])=[O:3].[CH3:6][N:7]([CH2:14][CH2:15][O:16][C:17]1[CH:30]=[CH:29][C:20]([CH2:21][CH:22]2[S:26][C:25](=[O:27])[NH:24][C:23]2=[O:28])=[CH:19][CH:18]=1)[C:8]1[CH:13]=[CH:12][CH:11]=[CH:10][N:9]=1.C(O)C. Product: [CH3:1][S:2]([OH:5])(=[O:4])=[O:3].[CH3:6][N:7]([CH2:14][CH2:15][O:16][C:17]1[CH:30]=[CH:29][C:20]([CH2:21][CH:22]2[S:26][C:25](=[O:27])[NH:24][C:23]2=[O:28])=[CH:19][CH:18]=1)[C:8]1[CH:13]=[CH:12][CH:11]=[CH:10][N:9]=1. The catalyst class is: 27. (2) Reactant: [C:1]1([C:39]2[CH:44]=[CH:43][CH:42]=[CH:41][CH:40]=2)[CH:6]=[CH:5][C:4]([N:7]([C:33]2[CH:38]=[CH:37][CH:36]=[CH:35][CH:34]=2)[C:8]2[CH:20]=[CH:19][C:18]3[C:17]4[C:12](=[CH:13][CH:14]=[CH:15][CH:16]=4)[C:11]4([C:32]5[CH:31]=[CH:30][CH:29]=[CH:28][C:27]=5[C:26]5[C:21]4=[CH:22][CH:23]=[CH:24][CH:25]=5)[C:10]=3[CH:9]=2)=[CH:3][CH:2]=1.C1(C)C=CC=CC=1.[Br:52]N1C(=O)CCC1=O. Product: [C:1]1([C:39]2[CH:44]=[CH:43][CH:42]=[CH:41][CH:40]=2)[CH:2]=[CH:3][C:4]([N:7]([C:33]2[CH:34]=[CH:35][C:36]([Br:52])=[CH:37][CH:38]=2)[C:8]2[CH:20]=[CH:19][C:18]3[C:17]4[C:12](=[CH:13][CH:14]=[CH:15][CH:16]=4)[C:11]4([C:21]5[CH:22]=[CH:23][CH:24]=[CH:25][C:26]=5[C:27]5[C:32]4=[CH:31][CH:30]=[CH:29][CH:28]=5)[C:10]=3[CH:9]=2)=[CH:5][CH:6]=1. The catalyst class is: 13. (3) Reactant: [CH2:1]([NH:5][C:6]1[S:7][CH:8]=[CH:9][C:10]=1[C:11]([OH:13])=O)[CH2:2][CH2:3][CH3:4].[CH3:14][C:15]([NH2:19])([C:17]#[CH:18])[CH3:16].CCN=C=NCCCN(C)C.C1C=CC2N(O)N=NC=2C=1.CCN(C(C)C)C(C)C. Product: [CH2:1]([NH:5][C:6]1[S:7][CH:8]=[CH:9][C:10]=1[C:11]([NH:19][C:15]([CH3:16])([C:17]#[CH:18])[CH3:14])=[O:13])[CH2:2][CH2:3][CH3:4]. The catalyst class is: 2. (4) Reactant: [C:1]1([CH2:17]O)[C:14]2[C:15]3=[C:16]4[C:11](=[CH:12][CH:13]=2)[CH:10]=[CH:9][CH:8]=[C:7]4[CH:6]=[CH:5][C:4]3=[CH:3][CH:2]=1.N1C=CC=CC=1.O=S(Cl)[Cl:27].O. Product: [Cl:27][CH2:17][C:1]1[C:14]2[C:15]3=[C:16]4[C:11](=[CH:12][CH:13]=2)[CH:10]=[CH:9][CH:8]=[C:7]4[CH:6]=[CH:5][C:4]3=[CH:3][CH:2]=1. The catalyst class is: 2. (5) Reactant: [CH2:1]([C:6]1[O:7][C:8]2[CH:14]=[CH:13][C:12]([CH2:15][C:16](O)=[O:17])=[CH:11][C:9]=2[N:10]=1)[CH2:2][CH2:3][CH2:4][CH3:5].C(OCC)(OCC)(OCC)C.C(=O)([O-])O.[Na+]. Product: [CH2:1]([C:6]1[O:7][C:8]2[CH:14]=[CH:13][C:12]([CH2:15][CH2:16][OH:17])=[CH:11][C:9]=2[N:10]=1)[CH2:2][CH2:3][CH2:4][CH3:5]. The catalyst class is: 25. (6) Reactant: [CH3:1][CH:2]1[CH2:7][CH2:6][CH2:5][CH2:4][N:3]1[CH2:8][CH2:9][O:10][C:11]1[CH:16]=[CH:15][C:14]([NH2:17])=[CH:13][C:12]=1[C:18]1[N:19]([CH3:23])[N:20]=[CH:21][CH:22]=1.[F:24][C:25]1[CH:26]=[C:27]([CH:31]=[CH:32][C:33]=1[F:34])[C:28](Cl)=[O:29].C(N(CC)CC)C. Product: [F:24][C:25]1[CH:26]=[C:27]([CH:31]=[CH:32][C:33]=1[F:34])[C:28]([NH:17][C:14]1[CH:15]=[CH:16][C:11]([O:10][CH2:9][CH2:8][N:3]2[CH2:4][CH2:5][CH2:6][CH2:7][CH:2]2[CH3:1])=[C:12]([C:18]2[N:19]([CH3:23])[N:20]=[CH:21][CH:22]=2)[CH:13]=1)=[O:29]. The catalyst class is: 2.